From a dataset of Experimentally validated miRNA-target interactions with 360,000+ pairs, plus equal number of negative samples. Binary Classification. Given a miRNA mature sequence and a target amino acid sequence, predict their likelihood of interaction. (1) The protein sequence of the target gene is MATELEYESVLCVKPDVSVYRIPPRASNRGYRASDWKLDQPDWTGRLRITSKGKTAYIKLEDKVSGELFAQAPVEQYPGIAVETVTDSSRYFVIRIQDGTGRSAFIGIGFTDRGDAFDFNVSLQDHFKWVKQESEISKESQEMDARPKLDLGFKEGQTIKLCIGNITNKKGGASKPRTARGGGLSLLPPPPGGKVTIPPPSSSVAISNHVTPPPIPKSNHGGSDADILLDLDSPAPVTTPAPTPVSVSNDLWGDFSTASSSVPNQAPQPSNWVQF. The miRNA is hsa-miR-27a-3p with sequence UUCACAGUGGCUAAGUUCCGC. Result: 1 (interaction). (2) The miRNA is mmu-miR-466j with sequence UGUGUGCAUGUGCAUGUGUGUAA. The protein sequence of the target gene is MTTLDDKLLGEKLQYYYSSSEDEDSDHEDKDRGRCAPASSSVPAEAELAGEGISVNTGPKGVINDWRRFKQLETEQREEQCREMERLIKKLSMTCRSHLDEEEEQQKQKDLQEKISGKMTLKEFAIMNEDQDDEEFLQQYRKQRMEEMRQQLHKGPQFKQVFEISSGEGFLDMIDKEQKSIVIMVHIYEDGIPGTEAMNGCMICLAAEYPAVKFCKVKSSVIGASSQFTRNALPALLIYKGGELIGNFVRVTDQLGDDFFAVDLEAFLQEFGLLPEKEVLVLTSVRNSATCHSEDSDLEI.... Result: 0 (no interaction). (3) The miRNA is hsa-miR-6773-3p with sequence ACUGUCACUUCUCUGCCCAUAG. The protein sequence of the target gene is MSNSNTTQETLEIMKESEKKLVEESVNKNKFISKTPSKEEIEKECEDTSLRQETQRRTSNHGHARKRAKSNSKLKLVRSLAVCEESSTPFADGPLETQDIIQLHISCPSDKEEEKSTKDVSEKEDKDKNKEKIPRKMLSRDSSQEYTDSTGIDLHEFLVNTLKKNPRDRMMLLKLEQEILEFINDNNNQFKKFPQMTSYHRMLLHRVAAYFGMDHNVDQTGKAVIINKTSNTRIPEQRFSEHIKDEKNTEFQQRFILKRDDASMDRDDNQTGQNGYLNDIRLSKEAFSSSSHKRRQIFRG.... Result: 0 (no interaction). (4) The miRNA is mmu-miR-674-5p with sequence GCACUGAGAUGGGAGUGGUGUA. The protein sequence of the target gene is MALRPGAGASGAAGAGAGPGGAGSFMFPVAGGMRPPQAGLIPMQQQGFPMVSVMQPNMQGMMGMNYSSQMSQGPIAMQAGIPMGPMPAAGVPFLGQPPFLSMRPAGPQYTPDMQKQFAEEQQKRFEQQQKLLEEERKRRQFEEQKQKLRLLSSVKPKTGEKNRDDALEAIKGNLDGFSRDAKMHPTPASHPKKQGPSLEEKLLVSCDVSASGQEHIKLNTPDAGHKAIVPGSSKNCPGLMAHNRGAVDGCVSGPASAEAEKTSDQTLSKEESGVGVFPSQDPAQSRMPPWIYNESLVPDA.... Result: 1 (interaction). (5) The miRNA is hsa-miR-4709-3p with sequence UUGAAGAGGAGGUGCUCUGUAGC. The protein sequence of the target gene is MASTITGSQDCIVNHRGEVDGEPELDISPCQQWGEASSPISRNRDSVMTLQSGCFENIESETYLPLKVSSQIDTQDSSVKFCKNEPQDHQESRRLFVMEESTERKVIKGESCSENLQVKLVSDGQELASPLLNGEATCQNGQLKESLDPIDCNCKDIHGWKSQVVSCSQQRAHTEEKPCDHNNCGKILNTSPDGHPYEKIHTAEKQYECSQCGKNFSQSSELLLHQRDHTEEKPYKCEQCGKGFTRSSSLLIHQAVHTDEKPYKCDKCGKGFTRSSSLLIHHAVHTGEKPYKCDKCGKGF.... Result: 1 (interaction). (6) The miRNA is hsa-miR-2355-3p with sequence AUUGUCCUUGCUGUUUGGAGAU. The protein sequence of the target gene is MLPRTKYNRFRNDSVTSVDDLLHSLSVSGGGGKVSAARATPAAAPYLVSGEALRKAPDDGPGSLGHLLHKVSHLKLSSSGLRGLSSAARERAGARLSGSCSAPSLAAPDGSAPSAPRAPAMSAARKGRPGDEPLPRPPRGAPHASDQVLGPGVTYVVKYLGCIEVLRSMRSLDFSTRTQITREAISRVCEAVPGAKGAFKKRKPPSKMLSSILGKSNLQFAGMSISLTISTASLNLRTPDSKQIIANHHMRSISFASGGDPDTTDYVAYVAKDPVNRRACHILECCDGLAQDVIGSIGQA.... Result: 1 (interaction). (7) The miRNA is mmu-miR-5098 with sequence GUUACAUGGUGAAGCCCAGUU. The protein sequence of the target gene is MASPQLRGYGVQAIPVLLLLLLLLLLPLRVTPGTTCPPPVSIEHADIRVKNYSVNSRERYVCNSGFKRKAGTSTLIECVINKNTNVAHWTTPSLKCIRDPSLAHYSPVPTVVTPKVTSQPESPSPSAKEPEAFSPKSDTAMTTETAIMPGSRLTPSQTTSAGTTGTGSHKSSRAPSLAATMTLEPTASTSLRITEISPHSSKMTKVAISTSVLLVGAGVVMAFLAWYIKSRQPSQPCRVEVETMETVPMTVRASSKEDEDTGA. Result: 1 (interaction). (8) The miRNA is hsa-miR-224-3p with sequence AAAAUGGUGCCCUAGUGACUACA. The protein sequence of the target gene is MPSATSHSGSGSKSSGPPPPSGSSGSEAAAGAGAAAPASQHPATGTGAVQTEAMKQILGVIDKKLRNLEKKKGKLDDYQERMNKGERLNQDQLDAVSKYQEVTNNLEFAKELQRSFMALSQDIQKTIKKTARREQLMREEAEQKRLKTVLELQYVLDKLGDDEVRTDLKQGLNGVPILSEEELSLLDEFYKLVDPERDMSLRLNEQYEHASIHLWDLLEGKEKPVCGTTYKVLKEIVERVFQSNYFDSTHNHQNGLCEEEEAASAPAVEDQVPEAEPEPAEEYTEQSEVESTEYVNRQFM.... Result: 1 (interaction).